The task is: Predict the reactants needed to synthesize the given product.. This data is from Full USPTO retrosynthesis dataset with 1.9M reactions from patents (1976-2016). (1) Given the product [ClH:19].[N:1]1([C:7]([C:9]2[CH:14]=[CH:13][CH:12]=[CH:11][C:10]=2[C:15]([F:17])([F:16])[F:18])=[O:8])[CH2:6][CH2:5][NH:4][CH2:3][CH2:2]1, predict the reactants needed to synthesize it. The reactants are: [N:1]1([C:7]([C:9]2[CH:14]=[CH:13][CH:12]=[CH:11][C:10]=2[C:15]([F:18])([F:17])[F:16])=[O:8])[CH2:6][CH2:5][NH:4][CH2:3][CH2:2]1.[ClH:19]. (2) Given the product [CH2:1]([S:5]([C:8]1[C:12]([S:13]([CH2:16][CH2:17][CH2:18][CH3:19])(=[O:14])=[O:15])=[CH:11][S:10][CH:9]=1)(=[O:7])=[O:6])[CH2:2][CH2:3][CH3:4], predict the reactants needed to synthesize it. The reactants are: [CH2:1]([S:5]([CH:8]1[C:12]([S:13]([CH2:16][CH2:17][CH2:18][CH3:19])(=[O:15])=[O:14])=[CH:11][S:10][CH2:9]1)(=[O:7])=[O:6])[CH2:2][CH2:3][CH3:4].S(Cl)(Cl)=O.P([O-])([O-])(O)=O.[Na+].[Na+].P([O-])(O)(O)=O.[Na+].